From a dataset of Forward reaction prediction with 1.9M reactions from USPTO patents (1976-2016). Predict the product of the given reaction. Given the reactants [Cl:1][C:2]1[CH:3]=[C:4]([CH:7]=[CH:8][C:9]=1[Cl:10])[CH:5]=O.[NH2:11][C:12]1[CH:13]=[CH:14][C:15]([O:18][C:19]2[CH:24]=[CH:23][C:22]([CH2:25][CH2:26][C:27]([O:29][CH2:30][CH3:31])=[O:28])=[CH:21][CH:20]=2)=[N:16][CH:17]=1.[BH4-].[Na+].O, predict the reaction product. The product is: [Cl:1][C:2]1[CH:3]=[C:4]([CH:7]=[CH:8][C:9]=1[Cl:10])[CH2:5][NH:11][C:12]1[CH:13]=[CH:14][C:15]([O:18][C:19]2[CH:24]=[CH:23][C:22]([CH2:25][CH2:26][C:27]([O:29][CH2:30][CH3:31])=[O:28])=[CH:21][CH:20]=2)=[N:16][CH:17]=1.